This data is from Forward reaction prediction with 1.9M reactions from USPTO patents (1976-2016). The task is: Predict the product of the given reaction. (1) Given the reactants Cl.[Cl:2][C:3]1[CH:17]=[CH:16][C:6]([O:7][C:8]([CH3:15])([CH3:14])[C:9](=[NH:13])[O:10][CH2:11][CH3:12])=[C:5]([F:18])[CH:4]=1.O.P(O)([O-])(O)=O.[Na+].O.O.O.O.O.O.O.P([O-])([O-])(O)=O.[Na+].[Na+].[N:40]#[C:41]N, predict the reaction product. The product is: [Cl:2][C:3]1[CH:17]=[CH:16][C:6]([O:7][C:8]([CH3:14])([CH3:15])[C:9](=[N:13][C:41]#[N:40])[O:10][CH2:11][CH3:12])=[C:5]([F:18])[CH:4]=1. (2) Given the reactants N(C(OCC)=O)=NC(OCC)=O.[OH:13][C:14]1[C:15]([CH2:25][S:26]([C:29]2[CH:34]=[CH:33][CH:32]=[CH:31][CH:30]=2)(=[O:28])=[O:27])=[C:16]2[C:21](=[CH:22][CH:23]=1)[C:20](=[O:24])[CH2:19][CH2:18][CH2:17]2.[N:35]1([CH2:40][CH:41](O)[CH2:42][CH2:43][CH2:44][CH3:45])[CH:39]=[CH:38][N:37]=[CH:36]1.C1(P(C2C=CC=CC=2)C2C=CC=CC=2)C=CC=CC=1, predict the reaction product. The product is: [N:35]1([CH2:40][CH:41]([O:13][C:14]2[C:15]([CH2:25][S:26]([C:29]3[CH:34]=[CH:33][CH:32]=[CH:31][CH:30]=3)(=[O:28])=[O:27])=[C:16]3[C:21](=[CH:22][CH:23]=2)[C:20](=[O:24])[CH2:19][CH2:18][CH2:17]3)[CH2:42][CH2:43][CH2:44][CH3:45])[CH:39]=[CH:38][N:37]=[CH:36]1. (3) Given the reactants C[C:2]1[C:8](C)=[CH:7][CH:6]=[CH:5][C:3]=1[NH2:4].[NH2:10][OH:11].Cl[C:13](Cl)(Cl)[CH:14]([OH:16])O, predict the reaction product. The product is: [CH:7]1[CH:8]=[CH:2][C:3]([NH:4][C:14](/[CH:13]=[N:10]/[OH:11])=[O:16])=[CH:5][CH:6]=1. (4) Given the reactants [CH3:1][C:2]1[C:10]([O:11][C@@H:12]2[CH2:17][CH2:16][CH2:15][C@H:14]([NH2:18])[CH2:13]2)=[CH:9][CH:8]=[C:7]2[C:3]=1[CH:4]=[N:5][NH:6]2.[Cl:19][C:20]1[CH:27]=[CH:26][CH:25]=[CH:24][C:21]=1[CH:22]=O.C(O)(=O)C.C([BH3-])#N.[Na+].C(=O)([O-])O.[Na+], predict the reaction product. The product is: [Cl:19][C:20]1[CH:27]=[CH:26][CH:25]=[CH:24][C:21]=1[CH2:22][NH:18][C@H:14]1[CH2:15][CH2:16][CH2:17][C@@H:12]([O:11][C:10]2[C:2]([CH3:1])=[C:3]3[C:7](=[CH:8][CH:9]=2)[NH:6][N:5]=[CH:4]3)[CH2:13]1.